This data is from Full USPTO retrosynthesis dataset with 1.9M reactions from patents (1976-2016). The task is: Predict the reactants needed to synthesize the given product. (1) Given the product [Br:1][C:2]1[CH:3]=[N:4][C:5]([O:11][CH2:12][CH2:13][O:14][CH3:15])=[C:6]([CH:10]=1)[C:7]([O:9][CH2:28][CH3:29])=[O:8], predict the reactants needed to synthesize it. The reactants are: [Br:1][C:2]1[CH:3]=[N:4][C:5]([O:11][CH2:12][CH2:13][O:14][CH3:15])=[C:6]([CH:10]=1)[C:7]([OH:9])=[O:8].S(=O)(=O)(O)O.COC(OC)OC.[CH2:28](O)[CH3:29]. (2) Given the product [C:1]([NH:4][C:5]1[CH:14]=[CH:13][C:8]2[C:9]([CH2:12][CH2:24][C:25]3[N:26]=[C:27]([C:33]4[CH:38]=[CH:37][C:36]([Cl:39])=[CH:35][C:34]=4[Cl:40])[O:28][C:29]=3[CH:30]([CH3:32])[CH3:31])=[N:10][O:11][C:7]=2[CH:6]=1)(=[O:3])[CH3:2], predict the reactants needed to synthesize it. The reactants are: [C:1]([NH:4][C:5]1[CH:14]=[CH:13][C:8]2[C:9]([CH3:12])=[N:10][O:11][C:7]=2[CH:6]=1)(=[O:3])[CH3:2].[Li+].CC([N-]C(C)C)C.I[CH2:24][C:25]1[N:26]=[C:27]([C:33]2[CH:38]=[CH:37][C:36]([Cl:39])=[CH:35][C:34]=2[Cl:40])[O:28][C:29]=1[CH:30]([CH3:32])[CH3:31].[Cl-].[NH4+].